Task: Regression/Classification. Given a drug SMILES string, predict its absorption, distribution, metabolism, or excretion properties. Task type varies by dataset: regression for continuous measurements (e.g., permeability, clearance, half-life) or binary classification for categorical outcomes (e.g., BBB penetration, CYP inhibition). Dataset: cyp2c19_veith.. Dataset: CYP2C19 inhibition data for predicting drug metabolism from PubChem BioAssay (1) The drug is COc1cccc(Nc2ncc3nc(C)c(=O)n(C)c3n2)c1. The result is 0 (non-inhibitor). (2) The drug is CSc1cc(C)nc(NC(C)=O)n1. The result is 1 (inhibitor). (3) The drug is O=C(c1cc(O)c(O)c([N+](=O)[O-])c1)c1ccccc1F. The result is 0 (non-inhibitor). (4) The compound is N[C@@H](CSCc1ccc(I)cc1)C(=O)O. The result is 0 (non-inhibitor). (5) The drug is CCCCN1CCC(n2c(=O)[nH]c3ccccc32)CC1. The result is 0 (non-inhibitor). (6) The drug is O=c1[nH]c(=O)n([C@H]2C[C@H](O)[C@H](CO)O2)cc1/C=C\Br. The result is 0 (non-inhibitor). (7) The compound is CCCCN=c1sc(C(=O)OC)cc(=O)n1CCCC. The result is 1 (inhibitor). (8) The molecule is NCC[Se][Se]CCN. The result is 0 (non-inhibitor). (9) The drug is N#C/C(=C\c1ccc(O)c(O)c1)C(=O)NCCCc1ccccc1. The result is 1 (inhibitor). (10) The compound is COc1cccc(-c2nc(NCc3ccc(OC)cc3OC)c3ccccc3n2)c1. The result is 1 (inhibitor).